From a dataset of Full USPTO retrosynthesis dataset with 1.9M reactions from patents (1976-2016). Predict the reactants needed to synthesize the given product. (1) Given the product [CH3:29][N:30]([CH3:36])[C@H:31]1[CH2:35][CH2:34][N:33]([C:17]([C:13]2[CH:14]=[CH:15][C:16]3[C:8]4[N:7]=[C:6]([C:20]5[CH:25]=[CH:24][C:23]([O:26][CH3:27])=[C:22]([F:28])[CH:21]=5)[CH:5]=[C:4]([C:1]([NH2:2])=[O:3])[C:9]=4[NH:10][C:11]=3[CH:12]=2)=[O:18])[CH2:32]1, predict the reactants needed to synthesize it. The reactants are: [C:1]([C:4]1[C:9]2[NH:10][C:11]3[CH:12]=[C:13]([C:17](O)=[O:18])[CH:14]=[CH:15][C:16]=3[C:8]=2[N:7]=[C:6]([C:20]2[CH:25]=[CH:24][C:23]([O:26][CH3:27])=[C:22]([F:28])[CH:21]=2)[CH:5]=1)(=[O:3])[NH2:2].[CH3:29][N:30]([CH3:36])[CH:31]1[CH2:35][CH2:34][NH:33][CH2:32]1.Cl.CN(C)CCCN=C=NCC.O.ON1C2C=CC=CC=2N=N1.C(N(CC)CC)C. (2) Given the product [CH3:1][C:2]1[C:6]([CH3:7])=[C:5]([NH:8][C:9]([N:34]2[CH2:35][CH2:36][N:31]([C:27]3[N:26]=[C:25]([C:19]4[CH:24]=[CH:23][CH:22]=[CH:21][CH:20]=4)[CH:30]=[CH:29][N:28]=3)[CH2:32][CH2:33]2)=[O:16])[O:4][N:3]=1, predict the reactants needed to synthesize it. The reactants are: [CH3:1][C:2]1[C:6]([CH3:7])=[C:5]([NH:8][C:9](=[O:16])OCC(Cl)(Cl)Cl)[O:4][N:3]=1.Cl.Cl.[C:19]1([C:25]2[CH:30]=[CH:29][N:28]=[C:27]([N:31]3[CH2:36][CH2:35][NH:34][CH2:33][CH2:32]3)[N:26]=2)[CH:24]=[CH:23][CH:22]=[CH:21][CH:20]=1.